From a dataset of Human Reference Interactome with 51,813 positive PPI pairs across 8,248 proteins, plus equal number of experimentally-validated negative pairs. Binary Classification. Given two protein amino acid sequences, predict whether they physically interact or not. (1) Protein 1 (ENSG00000198169) has sequence MAATFQLPGHQEMPLTFQDVAVYFSQAEGRQLGPQQRALYRDVMLENYGNVASLGFPVPKPELISQLEQGKELWVLNLLGAEEPDILKSCQKDSEVGTKKELSILNQKFSEEVKTPEFVSRRLLRDNAQAAEFREAWGREGKLKERVGNSAGQSLNKPNIHKRVLTEATVGRERSLGERTQECSAFDRNLNLDQNVVRLQRNKTGERVFKCDICSKTFKYNSDLSRHQRSHTGEKPYECGRCGRAFTHSSNLVLHHHIHTGNKPFKCDECGKTFGLNSHLRLHRRIHTGEKPFGCGECGK.... Protein 2 (ENSG00000130762) has sequence MAQRHSDSSLEEKLLGHRFHSELRLDAGGNPASGLPMVRGSPRVRDDAAFQPQVPAPPQPRPPGHEEPWPIVLSTESPAALKLGTQQLIPKSLAVASKAKTPARHQSFGAAVLSREAARRDPKLLPAPSFSLDDMDVDKDPGGMLRRNLRNQSYRAAMKGLGKPGGQGDAIQLSPKLQALAEEPSQPHTRSPAKNKKTLGRKRGHKGSFKDDPQLYQEIQERGLNTSQESDDDILDESSSPEGTQKVDATIVVKSYRPAQVTWSQLPEVVELGILDQLSTEERKRQEAMFEILTSEFSYQ.... Result: 0 (the proteins do not interact). (2) Protein 1 (ENSG00000176533) has sequence MSATNNIAQARKLVEQLRIEAGIERIKVSKAASDLMSYCEQHARNDPLLVGVPASENPFKDKKPCIIL*MSATNNIAQARKLVEQLRIEAGIERIKERKQGEKGR*. Protein 2 (ENSG00000174808) has sequence MDRAARCSGASSLPLLLALALGLVILHCVVADGNSTRSPETNGLLCGDPEENCAATTTQSKRKGHFSRCPKQYKHYCIKGRCRFVVAEQTPSCVCDEGYIGARCERVDLFYLRGDRGQILVICLIAVMVVFIILVIGVCTCCHPLRKRRKRKKKEEEMETLGKDITPINEDIEETNIA*XLVILHCVVADGNSTRSPETNGLLCGDPEENCAATTTQSKRKGHFSRCPKQYKHYCIKGRCRFVVAEQTPSCVPLRKRRKRKKKEEEMETLGKDITPINEDIEETNIA*. Result: 0 (the proteins do not interact). (3) Protein 1 (ENSG00000138684) has sequence MRSSPGNMERIVICLMVIFLGTLVHKSSSQGQDRHMIRMRQLIDIVDQLKNYVNDLVPEFLPAPEDVETNCEWSAFSCFQKAQLKSANTGNNERIINVSIKKLKRKPPSTNAGRRQKHRLTCPSCDSYEKKPPKEFLERFKSLLQKMIHQHLSSRTHGSEDS*MRSSPGNMERIVICLMVIFLGTLVHKSSSQGQDRHMIRMRQLIDIVDQLKNYVNDLVPEFLPAPEDVETNCEWSAFSCFQKAQLKSANTGNNERIINVSIKKLKRKPPSTNAGRRQKHRLTCPSCDSYEKKPPKEFL.... Protein 2 (ENSG00000172889) has sequence MRGSQEVLLMWLLVLAVGGTEHAYRPGRRVCAVRAHGDPVSESFVQRVYQPFLTTCDGHRACSTYRTIYRTAYRRSPGLAPARPRYACCPGWKRTSGLPGACGAAICQPPCRNGGSCVQPGRCRCPAGWRGDTCQSDVDECSARRGGCPQRCVNTAGSYWCQCWEGHSLSADGTLCVPKGGPPRVAPNPTGVDSAMKEEVQRLQSRVDLLEEKLQLVLAPLHSLASQALEHGLPDPGSLLVHSFQQLGRIDSLSEQISFLEEQLGSCSCKKDS*MRGSQEVLLMWLLVLAVGGTEHAYRP.... Result: 0 (the proteins do not interact). (4) Protein 1 (ENSG00000114423) has sequence MANSMNGRNPGGRGGNPRKGRILGIIDAIQDAVGPPKQAAADRRTVEKTWKLMDKVVRLCQNPKLQLKNSPPYILDILPDTYQHLRLILSKYDDNQKLAQLSENEYFKIYIDSLMKKSKRAIRLFKEGKERMYEEQSQDRRNLTKLSLIFSHMLAEIKAIFPNGQFQGDNFRITKADAAEFWRKFFGDKTIVPWKVFRQCLHEVHQISSGLEAMALKSTIDLTCNDYISVFEFDIFTRLFQPWGSILRNWNFLAVTHPGYMAFLTYDEVKARLQKYSTKPGSYIFRLSCTRLGQWAIGYV.... Protein 2 (ENSG00000051620) has sequence MAEPLQPDPGAAEDAAAQAVETPGWKAPEDAGPQPGSYEIRHYGPAKWVSTSVESMDWDSAIQTGFTKLNSYIQGKNEKEMKIKMTAPVTSYVEPGSGPFSLSMDFLVPKRIKNNF*MGVLWGAPEPCRVPAAGDSNAESAWPAERGCWGTEPHPTRLGKALPGSYEIRHYGPAKWVSTSVESMDWDSAIQTGFTKLNSYIQGKNEKEMKIKMTAPVTSYVEPGSGPFSLSMDFLVPKRIKNNF*XMKIKMTAPVTSYVEPGSGPFREGKRGNVQVKIESGKGASTGVLV*MAEPLQPDP.... Result: 0 (the proteins do not interact). (5) Protein 1 (ENSG00000182154) has sequence MGVLAAAARCLVRGADRMSKWTSKRGPRSFRGRKGRGAKGIGFLTSGWRFVQIKEMVPEFVVPDLTGFKLKPYVSYLAPESEETPLTAAQLFSEAVAPAIEKDFKDGTFDPDNLEKYGFEPTQEGKLFQLYPRNFLR*. Protein 2 (ENSG00000213066) has sequence MAATAAAVVAEEDTELRDLLVQTLENSGVLNRIKAELRAAVFLALEEQEKVENKTPLVNESLKKFLNTKDGRLVASLVAEFLQFFNLDFTLAVFQPETSTLQGLEGRENLARDLGIIEAEGTVGGPLLLEVIRRCQQKEKGPTTGEGALDLSDVHSPPKSPEGKTSAQTTPSKIPRYKGQGKKKTSGQKAGDKKANDEANQSDTSVSLSEPKSKSSLHLLSHETKIGSFLSNRTLDGKDKAGLCPDEDDMEGDSFFDDPIPKPEKTYGLRKEPRKQAGSLASLSDAPPLKSGLSSLAGAP.... Result: 0 (the proteins do not interact). (6) Protein 1 (ENSG00000163686) has sequence MDLDVVNMFVIAGGTLAIPILAFVASFLLWPSALIRIYYWYWRRTLGMQVRYVHHEDYQFCYSFRGRPGHKPSILMLHGFSAHKDMWLSVVKFLPKNLHLVCVDMPGHEGTTRSSLDDLSIDGQVKRIHQFVECLKLNKKPFHLVGTSMGGQVAGVYAAYYPSDVSSLCLVCPAGLQYSTDNQFVQRLKELQGSAAVEKIPLIPSTPEEMSEMLQLCSYVRFKVPQQILQGLVDVRIPHNNFYRKLFLEIVSEKSRYSLHQNMDKIKVPTQIIWGKQDQVLDVSGADMLAKSIANCQVEL.... Protein 2 (ENSG00000130558) has sequence MPGRWRWQRDMHPARKLLSLLFLILMGTELTQVLPTNPEESWQVYSSAQDSEGRCICTVVAPQQTMCSRDARTKQLRQLLEKVQNMSQSIEVLDRRTQRDLQYVEKMENQMKGLESKFKQVEESHKQHLARQFKAIKAKMDELRPLIPVLEEYKADAKLVLQFKEEVQNLTSVLNELQEEIGAYDYDELQSRVSNLEERLRACMQKLACGKLTGISDPVTVKTSGSRFGSWMTDPLAPEGDNRVWYMDGYHNNRFVREYKSMVDFMNTDNFTSHRLPHPWSGTGQVVYNGSIYFNKFQSH.... Result: 0 (the proteins do not interact). (7) Protein 1 (ENSG00000041880) has sequence MSLLFLAMAPKPKPWVQTEGPEKKKGRQAGREEDPFRSTAEALKAIPAEKRIIRVDPTCPLSSNPGTQVYEDYNCTLNQTNIENNNNKFYIIQLLQDSNRFFTCWNRWGRVGEVGQSKINHFTRLEDAKKDFEKKFREKTKNNWAERDHFVSHPGKYTLIEVQAEDEAQEAVVKVDRGPVRTVTKRVQPCSLDPATQKLITNIFSKEMFKNTMALMDLDVKKMPLGKLSKQQIARGFEALEALEEALKGPTDGGQSLEELSSHFYTVIPHNFGHSQPPPINSPELLQAKKDMLLVLADIE.... Protein 2 (ENSG00000175352) has sequence MFYSGLLTEGGRKETDMREAASLRQQRRMKQAVQFIHKDSADLLPLDGLKKLGSSKDMQPHNILQRRLMETNLSKLRSGPRVPWASKTNKLNQAKSEGLKKSEEDDMILVSCQCAGKDVKALVDTGCLYNLISLACVDRLGLKEHVKSHKHEGEKLSLPRHLKVVGQIEHLVITLGSLRLDCPAAVVDDNEKNLSLGLQTLRSLKCIINLDKHRLIMGKTDKEEIPFVETVSLNEDNTSEA*MFYSGLLTEGGRKETDMREAASLRQQRRMKQAVQFIHKDSADLLPLDGLKKLGSSKDM.... Result: 0 (the proteins do not interact). (8) Protein 1 (ENSG00000155366) has sequence MAAIRKKLVIVGDGACGKTCLLIVFSKDQFPEVYVPTVFENYIADIEVDGKQVELALWDTAGQEDYDRLRPLSYPDTDVILMCFSIDSPDSLENIPEKWTPEVKHFCPNVPIILVGNKKDLRQDEHTRRELAKMKQEPVRSEEGRDMANRISAFGYLECSAKTKEGVREVFEMATRAGLQVRKNKRRRGCPIL*MAAIRKKLVIVGDGACGKTCLLIVFSKDQFPEVYVPTVFENYIADIEVDGKQVELALWDTAGQEDYDRLRPLSYPDTDVILMCFSIDSPDSLENIPEKWTPEVKHF.... Protein 2 (ENSG00000204439) has sequence MFLRRLGGWLPRPWGRRKPMRPDPPYPEPRRVDSSSENSGSDWDSAPETMEDVGHPKTKDSGALRVSGAASEPSKEEPQVEQLGSKRMDSLKWDQPISSTQESGRLEAGGASPKLRWDHVDSGGTRRPGVSPEGGLSVPGPGAPLEKPGRREKLLGWLRGEPGAPSRYLGGPEECLQISTNLTLHLLELLASALLALCSRPLRAALDTLGLRGPLGLWLHGLLSFLAALHGLHAVLSLLTAHPLHFACLFGLLQALVLAVSLREPNGDEAATDWESEGLEREGEEQRGDPGKGL*. Result: 0 (the proteins do not interact). (9) Result: 0 (the proteins do not interact). Protein 2 (ENSG00000102048) has sequence MDGKQGGMDGSKPAGPRDFPGIRLLSNPLMGDAVSDWSPMHEAAIHGHQLSLRNLISQGWAVNIITADHVSPLHEACLGGHLSCVKILLKHGAQVNGVTADWHTPLFNACVSGSWDCVNLLLQHGASVQPESDLASPIHEAARRGHVECVNSLIAYGGNIDHKISHLGTPLYLACENQQRACVKKLLESGADVNQGKGQDSPLHAVARTASEELACLLMDFGADTQAKNAEGKRPVELVPPESPLAQLFLEREGPPSLMQLCRLRIRKCFGIQQHHKITKLVLPEDLKQFLLHL*MDGKQ.... Protein 1 (ENSG00000126351) has sequence MEQKPSKVECGSDPEENSARSPDGKRKRKNGQCSLKTSMSGYIPSYLDKDEQCVVCGDKATGYHYRCITCEGCKGFFRRTIQKNLHPTYSCKYDSCCVIDKITRNQCQLCRFKKCIAVGMAMDLVLDDSKRVAKRKLIEQNRERRRKEEMIRSLQQRPEPTPEEWDLIHIATEAHRSTNAQGSHWKQRRKFLPDDIGQSPIVSMPDGDKVDLEAFSEFTKIITPAITRVVDFAKKLPMFSELPCEDQIILLKGCCMEIMSLRAAVRYDPESDTLTLSGEMAVKREQLKNGGLGVVSDAIF.... (10) Protein 1 (ENSG00000134278) has sequence METELCAAHLPTESDAPNHYQAVCRALFAETMELHTFLTKIKSAKENLKKIQEMEKSDESSTDLEELKNADWARFWVQVMRDLRNGVKLKKVQERQYNPLPIEYQLTPYEMLMDDIRCKRYTLRKVMVNGDIPPRLKKSAHEIILDFIRSRPPLNPVSARKLKPTPPRPRSLHERILEEIKAERKLRPVSPEEIRRSRLDVTTPESTKNLVESSMVNGGLTSQTKENGLSTSQQVPAQRKKLLRAPTLAELDSSESEEETLHKSTSSSSVSPSFPEEPVLEAVSTRKKPPKFLPISSTPQ.... Protein 2 (ENSG00000164299) has sequence MASSAKSAEMPTISKTVNPTPDPHQEYLDPRITIALFEIGSHSPSSWGSLPFLKNSSHQVTEQQTAQKFNNLLKEIKDILKNMAGFEEKITEAKELFEETNITEDVSAHKENIRGLDKINEMLSTNLPVSLAPEKEDNEKKQEMILETNITEDVSAHKENIRGLDKINEMLSTNLPVSLAPEKEDNEKKQQMIMENQNSENTAQVFARDLVNRLEEKKVLNETQQSQEKAKNRLNVQEETMKIRNNMEQLLQEAEHWSKQHTELSKLIKSYQKSQKDISETLGNNGVGFQTQPNNEVSAK.... Result: 0 (the proteins do not interact).